From a dataset of Catalyst prediction with 721,799 reactions and 888 catalyst types from USPTO. Predict which catalyst facilitates the given reaction. (1) Reactant: Cl[C:2]1[C:11]2[C:6](=[CH:7][CH:8]=[CH:9][CH:10]=2)[C:5]([NH:12][C:13]2[CH:18]=[CH:17][C:16]([S:19][C:20]3[C:29]4[C:24](=[CH:25][C:26]([O:30][CH3:31])=[CH:27][N:28]=4)[N:23]=[CH:22][CH:21]=3)=[CH:15][CH:14]=2)=[N:4][N:3]=1.[CH3:32][O:33][CH:34]1[CH2:39][CH2:38][NH:37][CH2:36][CH2:35]1. Product: [CH3:31][O:30][C:26]1[CH:25]=[C:24]2[C:29]([C:20]([S:19][C:16]3[CH:17]=[CH:18][C:13]([NH:12][C:5]4[C:6]5[C:11](=[CH:10][CH:9]=[CH:8][CH:7]=5)[C:2]([N:37]5[CH2:38][CH2:39][CH:34]([O:33][CH3:32])[CH2:35][CH2:36]5)=[N:3][N:4]=4)=[CH:14][CH:15]=3)=[CH:21][CH:22]=[N:23]2)=[N:28][CH:27]=1. The catalyst class is: 376. (2) Reactant: C(OC(=O)[NH:7][C:8]1[CH:13]=[C:12]([CH3:14])[C:11]([CH2:15][NH:16][C:17]([C:19]2[CH:20]=[N:21][N:22]([CH2:24][C:25]3[CH:30]=[CH:29][C:28]([CH2:31][N:32]4[C:36](=[O:37])[CH2:35][CH2:34][C:33]4=[O:38])=[CH:27][CH:26]=3)[CH:23]=2)=[O:18])=[C:10]([CH3:39])[N:9]=1)(C)(C)C.C(O)(C(F)(F)F)=O. Product: [NH2:7][C:8]1[N:9]=[C:10]([CH3:39])[C:11]([CH2:15][NH:16][C:17]([C:19]2[CH:20]=[N:21][N:22]([CH2:24][C:25]3[CH:30]=[CH:29][C:28]([CH2:31][N:32]4[C:33](=[O:38])[CH2:34][CH2:35][C:36]4=[O:37])=[CH:27][CH:26]=3)[CH:23]=2)=[O:18])=[C:12]([CH3:14])[CH:13]=1. The catalyst class is: 2. (3) The catalyst class is: 546. Reactant: [Cl:1][C:2]1[CH:11]=[C:10]2[C:5]([CH2:6][CH2:7][NH:8][C:9]2=[O:12])=[CH:4][CH:3]=1.C(N(C(C)C)CC)(C)C.[C:22](O[C:22]([O:24][C:25]([CH3:28])([CH3:27])[CH3:26])=[O:23])([O:24][C:25]([CH3:28])([CH3:27])[CH3:26])=[O:23]. Product: [C:25]([O:24][C:22]([N:8]1[CH2:7][CH2:6][C:5]2[C:10](=[CH:11][C:2]([Cl:1])=[CH:3][CH:4]=2)[C:9]1=[O:12])=[O:23])([CH3:28])([CH3:27])[CH3:26]. (4) Reactant: [CH2:1]([O:8][C:9]([N:11]1[C@H:20]([C:21]([N:23]([CH2:33][C:34]2[CH:58]=[CH:57][C:37]([C:38]([NH:40][C@@H:41]3[CH2:45][N:44]([C:46]([O:48][C:49]([CH3:52])([CH3:51])[CH3:50])=[O:47])[C@H:43]([C:53]([O:55]C)=[O:54])[CH2:42]3)=[O:39])=[CH:36][CH:35]=2)[C@@H:24]([C:26]2[CH:31]=[CH:30][CH:29]=[CH:28][C:27]=2[F:32])[CH3:25])=[O:22])[CH2:19][C:18]2[C:13](=[CH:14][CH:15]=[CH:16][CH:17]=2)[CH2:12]1)=[O:10])[C:2]1[CH:7]=[CH:6][CH:5]=[CH:4][CH:3]=1.[Li+].[OH-].Cl. The catalyst class is: 36. Product: [CH2:1]([O:8][C:9]([N:11]1[C@H:20]([C:21]([N:23]([CH2:33][C:34]2[CH:35]=[CH:36][C:37]([C:38]([NH:40][C@@H:41]3[CH2:45][N:44]([C:46]([O:48][C:49]([CH3:52])([CH3:51])[CH3:50])=[O:47])[C@H:43]([C:53]([OH:55])=[O:54])[CH2:42]3)=[O:39])=[CH:57][CH:58]=2)[C@@H:24]([C:26]2[CH:31]=[CH:30][CH:29]=[CH:28][C:27]=2[F:32])[CH3:25])=[O:22])[CH2:19][C:18]2[C:13](=[CH:14][CH:15]=[CH:16][CH:17]=2)[CH2:12]1)=[O:10])[C:2]1[CH:7]=[CH:6][CH:5]=[CH:4][CH:3]=1. (5) Reactant: [CH3:1][O:2][C:3]1[CH:9]=[C:8]([B:10]2[O:14][C:13]([CH3:16])([CH3:15])[C:12]([CH3:18])([CH3:17])[O:11]2)[CH:7]=[CH:6][C:4]=1[NH2:5].C([Mg]Cl)C.[CH3:23][O:24][C:25]1[CH:26]=[C:27]2[CH:33]=[C:32]([C:34](OC)=[O:35])[N:31]([CH3:38])[C:28]2=[CH:29][N:30]=1. Product: [CH3:23][O:24][C:25]1[CH:26]=[C:27]2[CH:33]=[C:32]([C:34]([NH:5][C:4]3[CH:6]=[CH:7][C:8]([B:10]4[O:14][C:13]([CH3:16])([CH3:15])[C:12]([CH3:18])([CH3:17])[O:11]4)=[CH:9][C:3]=3[O:2][CH3:1])=[O:35])[N:31]([CH3:38])[C:28]2=[CH:29][N:30]=1. The catalyst class is: 7.